From a dataset of Full USPTO retrosynthesis dataset with 1.9M reactions from patents (1976-2016). Predict the reactants needed to synthesize the given product. (1) Given the product [CH2:49]([O:48][C@H:45]1[CH2:44][CH2:43][C@H:42]([C:34]2[CH:33]=[CH:32][C:31]([NH:30][C:21]3[C:20]([C:24]([F:27])([F:26])[F:25])=[CH:19][N:18]=[C:17]([NH:16][C:13]4[CH:14]=[CH:15][C:10]([CH2:9][P:4](=[O:8])([O:5][CH2:6][CH3:7])[O:3][CH2:1][CH3:2])=[CH:11][C:12]=4[O:28][CH3:29])[N:22]=3)=[C:39]3[C:35]=2[CH2:36][N:37]([CH3:41])[C:38]3=[O:40])[CH2:47][CH2:46]1)[CH3:50], predict the reactants needed to synthesize it. The reactants are: [CH2:1]([O:3][P:4]([CH2:9][C:10]1[CH:15]=[CH:14][C:13]([NH:16][C:17]2[N:22]=[C:21](Cl)[C:20]([C:24]([F:27])([F:26])[F:25])=[CH:19][N:18]=2)=[C:12]([O:28][CH3:29])[CH:11]=1)(=[O:8])[O:5][CH2:6][CH3:7])[CH3:2].[NH2:30][C:31]1[CH:32]=[CH:33][C:34]([C@H:42]2[CH2:47][CH2:46][C@H:45]([O:48][CH2:49][CH3:50])[CH2:44][CH2:43]2)=[C:35]2[C:39]=1[C:38](=[O:40])[N:37]([CH3:41])[CH2:36]2. (2) The reactants are: [NH:1](C(OC(C)(C)C)=O)[C@@H:2]([C:7]([NH:9][C@H:10]([C:15]([NH:17][C@H:18]([C:40]([N:42]1[CH2:51][CH2:50][CH2:49][C@H:43]1[C:44]([NH:46][CH2:47][CH3:48])=[O:45])=[O:41])[CH2:19][CH2:20][CH2:21][NH:22][C:23](=[NH:39])[NH:24][S:25]([C:28]1[C:37]([CH3:38])=[C:35]([CH3:36])[C:32]([O:33][CH3:34])=[CH:31][C:29]=1[CH3:30])(=[O:27])=[O:26])=[O:16])[CH2:11][CH:12]([CH3:14])[CH3:13])=[O:8])[CH2:3][CH:4]([CH3:6])[CH3:5]. Given the product [NH2:1][C@@H:2]([C:7]([NH:9][C@H:10]([C:15]([NH:17][C@H:18]([C:40]([N:42]1[CH2:51][CH2:50][CH2:49][C@H:43]1[C:44]([NH:46][CH2:47][CH3:48])=[O:45])=[O:41])[CH2:19][CH2:20][CH2:21][NH:22][C:23](=[NH:39])[NH:24][S:25]([C:28]1[C:37]([CH3:38])=[C:35]([CH3:36])[C:32]([O:33][CH3:34])=[CH:31][C:29]=1[CH3:30])(=[O:26])=[O:27])=[O:16])[CH2:11][CH:12]([CH3:14])[CH3:13])=[O:8])[CH2:3][CH:4]([CH3:5])[CH3:6], predict the reactants needed to synthesize it.